The task is: Predict which catalyst facilitates the given reaction.. This data is from Catalyst prediction with 721,799 reactions and 888 catalyst types from USPTO. Reactant: [CH3:1][C:2]1([CH3:11])[CH2:7][CH2:6][CH:5]([CH2:8][CH2:9][OH:10])[CH2:4][CH2:3]1.C(Cl)Cl. Product: [CH3:1][C:2]1([CH3:11])[CH2:3][CH2:4][CH:5]([CH2:8][CH:9]=[O:10])[CH2:6][CH2:7]1. The catalyst class is: 16.